Dataset: KCNQ2 potassium channel screen with 302,405 compounds. Task: Binary Classification. Given a drug SMILES string, predict its activity (active/inactive) in a high-throughput screening assay against a specified biological target. The drug is S(=O)(=O)(N1CCCC1)c1cc(ccc1)C(=O)Nc1noc(c1)C. The result is 0 (inactive).